From a dataset of Reaction yield outcomes from USPTO patents with 853,638 reactions. Predict the reaction yield, written as a fraction of the theoretical maximum amount of product (1.0 means a 100% yield; for example, 0.34 means a 34% yield). (1) The reactants are [CH3:1][O:2][C:3]1[CH:4]=[C:5](B(O)O)[CH:6]=[C:7]([O:11][CH3:12])[C:8]=1[O:9][CH3:10].I[C:17]1[C:25]2[C:20](=[N:21][CH:22]=[N:23][C:24]=2[NH2:26])[N:19]([CH:27]([CH3:29])[CH3:28])[N:18]=1.C([O-])([O-])=O.[Na+].[Na+]. The catalyst is CCO.COCCOC.C1C=CC([P]([Pd]([P](C2C=CC=CC=2)(C2C=CC=CC=2)C2C=CC=CC=2)([P](C2C=CC=CC=2)(C2C=CC=CC=2)C2C=CC=CC=2)[P](C2C=CC=CC=2)(C2C=CC=CC=2)C2C=CC=CC=2)(C2C=CC=CC=2)C2C=CC=CC=2)=CC=1. The product is [CH:27]([N:19]1[C:20]2=[N:21][CH:22]=[N:23][C:24]([NH2:26])=[C:25]2[C:17]([C:5]2[CH:4]=[C:3]([O:2][CH3:1])[C:8]([O:9][CH3:10])=[C:7]([O:11][CH3:12])[CH:6]=2)=[N:18]1)([CH3:29])[CH3:28]. The yield is 0.890. (2) The reactants are [NH2:1][C:2]1[N:7]=[N:6][C:5]([N:8]2[CH2:13][CH2:12][N:11]([C:14]([C:16]3[CH:21]=[CH:20][CH:19]=[CH:18][C:17]=3[C:22]([F:25])([F:24])[F:23])=[O:15])[CH2:10][CH2:9]2)=[CH:4][CH:3]=1.Cl[C:27]([O:29][C:30](Cl)(Cl)Cl)=[O:28].[CH3:34][C:35]([CH3:40])([CH3:39])[CH2:36]CO.C(N(CC)CC)C. The catalyst is O1CCOCC1. The product is [CH3:34][C:35]([CH3:40])([CH3:39])[CH2:36][CH2:30][O:29][C:27](=[O:28])[NH:1][C:2]1[N:7]=[N:6][C:5]([N:8]2[CH2:9][CH2:10][N:11]([C:14](=[O:15])[C:16]3[CH:21]=[CH:20][CH:19]=[CH:18][C:17]=3[C:22]([F:25])([F:24])[F:23])[CH2:12][CH2:13]2)=[CH:4][CH:3]=1. The yield is 0.110. (3) The reactants are [OH:1][CH2:2][C@@H:3]1[CH2:7][N:6]([C:8]([O:10][C:11]([CH3:14])([CH3:13])[CH3:12])=[O:9])[C@H:5]([C:15]([O:17][CH3:18])=[O:16])[CH2:4]1.[C:19](C1C=CC=C(C(C)(C)C)N=1)(C)(C)C.CI. The catalyst is C(Cl)Cl.C(S([O-])(=O)=O)(F)(F)F.[Ag+]. The product is [CH3:19][O:1][CH2:2][C@@H:3]1[CH2:7][N:6]([C:8]([O:10][C:11]([CH3:13])([CH3:14])[CH3:12])=[O:9])[C@H:5]([C:15]([O:17][CH3:18])=[O:16])[CH2:4]1. The yield is 0.780.